This data is from Forward reaction prediction with 1.9M reactions from USPTO patents (1976-2016). The task is: Predict the product of the given reaction. Given the reactants [CH3:1][N:2]1[C:12]2[C:7](=[CH:8][CH:9]=[CH:10][CH:11]=2)[C:5](=[O:6])[C:3]1=[O:4].[N+:13]([CH3:16])([O-:15])=[O:14], predict the reaction product. The product is: [OH:6][C:5]1([CH2:16][N+:13]([O-:15])=[O:14])[C:7]2[C:12](=[CH:11][CH:10]=[CH:9][CH:8]=2)[N:2]([CH3:1])[C:3]1=[O:4].